From a dataset of Forward reaction prediction with 1.9M reactions from USPTO patents (1976-2016). Predict the product of the given reaction. (1) Given the reactants [CH3:1][O:2][C:3](=[O:11])[C:4]1[CH:9]=[CH:8][CH:7]=[CH:6][C:5]=1[NH2:10].C(N(CC)CC)C.[CH2:19]([O:26][C:27]1[CH:35]=[CH:34][C:30]([C:31](Cl)=[O:32])=[CH:29][CH:28]=1)[C:20]1[CH:25]=[CH:24][CH:23]=[CH:22][CH:21]=1, predict the reaction product. The product is: [CH3:1][O:2][C:3](=[O:11])[C:4]1[CH:9]=[CH:8][CH:7]=[CH:6][C:5]=1[NH:10][C:31](=[O:32])[C:30]1[CH:29]=[CH:28][C:27]([O:26][CH2:19][C:20]2[CH:21]=[CH:22][CH:23]=[CH:24][CH:25]=2)=[CH:35][CH:34]=1. (2) Given the reactants CON(C)[C:4]([C:6]1[C:15](=[O:16])[C:14]2[C:9](=[CH:10][CH:11]=[CH:12][CH:13]=2)[N:8]([CH2:17][C:18]2[CH:23]=[CH:22][CH:21]=[C:20]([Br:24])[N:19]=2)[CH:7]=1)=[O:5].[CH2:26]1[CH2:30][O:29][CH2:28][CH2:27]1, predict the reaction product. The product is: [Br:24][C:20]1[N:19]=[C:18]([CH2:17][N:8]2[C:9]3[C:14](=[CH:13][CH:12]=[CH:11][CH:10]=3)[C:15](=[O:16])[C:6]([C:4](=[O:5])[C:26]3[CH:27]=[CH:26][C:30]([O:29][CH3:28])=[C:28]([O:29][CH3:30])[CH:27]=3)=[CH:7]2)[CH:23]=[CH:22][CH:21]=1. (3) The product is: [NH2:3][C:1]1[N:4]=[N:5][C:6]([C:7]2[CH:12]=[CH:11][C:10]([Cl:13])=[CH:9][CH:8]=2)=[C:14]([NH2:15])[N:2]=1.[Cl:13][C:10]1[CH:11]=[CH:12][C:7]([C:6]([C:14]#[N:15])=[O:19])=[CH:8][CH:9]=1. Given the reactants [C:1]([NH:4][N:5]=[C:6]([C:14]#[N:15])[C:7]1[CH:12]=[CH:11][C:10]([Cl:13])=[CH:9][CH:8]=1)(=[NH:3])[NH2:2].C([OH:19])CC, predict the reaction product. (4) Given the reactants [CH:1]1([CH2:4][C:5]#[N:6])[CH2:3][CH2:2]1.[Li+].CC([N-]C(C)C)C.[C:15](OC(=O)C)(=[O:17])[CH3:16], predict the reaction product. The product is: [CH:1]1([CH:4]([C:15](=[O:17])[CH3:16])[C:5]#[N:6])[CH2:3][CH2:2]1. (5) The product is: [F:8][C:4]1[CH:5]=[CH:6][CH:7]=[CH:2][C:3]=1[C:9]1[NH:10][C:11]2[C:16]([CH:17]=1)=[CH:15][C:14]([C:18]1[CH:22]=[N:59][C:58]([O:57][CH3:56])=[CH:63][C:62]=1[CH3:61])=[CH:13][CH:12]=2. Given the reactants F[C:2]1[CH:7]=[CH:6][CH:5]=[C:4]([F:8])[C:3]=1[C:9]1[NH:10][C:11]2[C:16]([CH:17]=1)=[CH:15][C:14]([C:18]1N(C)N=C(C3C=NC=CC=3)[CH:22]=1)=[CH:13][CH:12]=2.C1(S(N2C3C(=CC(Br)=CC=3)C=C2C2C=CC=CC=2F)(=O)=O)C=CC=CC=1.[CH3:56][O:57][C:58]1[CH:63]=[C:62](C)[C:61](B(O)O)=C[N:59]=1, predict the reaction product. (6) Given the reactants [CH3:1][S:2]([CH2:5][CH2:6][N:7]1[CH2:12][CH2:11][N:10]([C:13]2[CH:18]=[CH:17][C:16]([N+:19]([O-])=O)=[CH:15][CH:14]=2)[CH2:9][CH2:8]1)(=[O:4])=[O:3].[Cl-].[NH4+], predict the reaction product. The product is: [CH3:1][S:2]([CH2:5][CH2:6][N:7]1[CH2:12][CH2:11][N:10]([C:13]2[CH:18]=[CH:17][C:16]([NH2:19])=[CH:15][CH:14]=2)[CH2:9][CH2:8]1)(=[O:3])=[O:4]. (7) Given the reactants C([O:8][C:9]1[CH:10]=[C:11]([CH:37]=[CH:38][CH:39]=1)[C:12]([NH:14][C:15]1[CH:16]=[C:17]([CH:33]=[CH:34][C:35]=1[CH3:36])[C:18]([NH:20][C:21]1[CH:26]=[CH:25][CH:24]=[C:23]([N:27]2[CH2:32][CH2:31][O:30][CH2:29][CH2:28]2)[CH:22]=1)=[O:19])=[O:13])C1C=CC=CC=1, predict the reaction product. The product is: [OH:8][C:9]1[CH:10]=[C:11]([CH:37]=[CH:38][CH:39]=1)[C:12]([NH:14][C:15]1[CH:16]=[C:17]([CH:33]=[CH:34][C:35]=1[CH3:36])[C:18]([NH:20][C:21]1[CH:26]=[CH:25][CH:24]=[C:23]([N:27]2[CH2:28][CH2:29][O:30][CH2:31][CH2:32]2)[CH:22]=1)=[O:19])=[O:13]. (8) Given the reactants F[C:2]1[CH:17]=[CH:16][C:5]([C:6]([NH:8][C:9]2[CH:14]=[CH:13][C:12]([CH3:15])=[CH:11][CH:10]=2)=[O:7])=[CH:4][C:3]=1[N+:18]([O-:20])=[O:19].[OH-].[K+].[C:23]([O:27][C:28](=[O:37])[NH:29][C:30]1[CH:35]=[CH:34][C:33]([OH:36])=[CH:32][CH:31]=1)([CH3:26])([CH3:25])[CH3:24], predict the reaction product. The product is: [C:23]([O:27][C:28](=[O:37])[NH:29][C:30]1[CH:31]=[CH:32][C:33]([O:36][C:2]2[CH:17]=[CH:16][C:5]([C:6](=[O:7])[NH:8][C:9]3[CH:14]=[CH:13][C:12]([CH3:15])=[CH:11][CH:10]=3)=[CH:4][C:3]=2[N+:18]([O-:20])=[O:19])=[CH:34][CH:35]=1)([CH3:26])([CH3:24])[CH3:25]. (9) Given the reactants COC1C=CC(C[N:8]2[C:12]3=[N:13][CH:14]=[CH:15][C:16]([O:17][C:18]4[CH:23]=[CH:22][C:21]([NH:24][C:25]([CH:27]5[CH2:33][CH2:32][CH2:31][CH2:30][N:29]([C:34]6[CH:39]=[CH:38][C:37]([F:40])=[CH:36][CH:35]=6)[C:28]5=[O:41])=[O:26])=[CH:20][C:19]=4[F:42])=[C:11]3[C:10]([NH:43][CH:44]3[CH2:49][CH2:48][N:47]([CH3:50])[CH2:46][CH2:45]3)=[N:9]2)=CC=1, predict the reaction product. The product is: [F:42][C:19]1[CH:20]=[C:21]([NH:24][C:25]([CH:27]2[CH2:33][CH2:32][CH2:31][CH2:30][N:29]([C:34]3[CH:35]=[CH:36][C:37]([F:40])=[CH:38][CH:39]=3)[C:28]2=[O:41])=[O:26])[CH:22]=[CH:23][C:18]=1[O:17][C:16]1[CH:15]=[CH:14][N:13]=[C:12]2[NH:8][N:9]=[C:10]([NH:43][CH:44]3[CH2:49][CH2:48][N:47]([CH3:50])[CH2:46][CH2:45]3)[C:11]=12.